From a dataset of Full USPTO retrosynthesis dataset with 1.9M reactions from patents (1976-2016). Predict the reactants needed to synthesize the given product. (1) Given the product [CH2:13]([O:15][C:16](=[O:28])[C:17](=[N:1][NH:8][C:7]1[CH:9]=[CH:10][CH:11]=[CH:12][C:6]=1[Cl:5])[C:18](=[O:27])[CH2:19][C:20]1[CH:21]=[CH:22][C:23]([Cl:26])=[CH:24][CH:25]=1)[CH3:14], predict the reactants needed to synthesize it. The reactants are: [N:1]([O-])=O.[Na+].[Cl:5][C:6]1[CH:12]=[CH:11][CH:10]=[CH:9][C:7]=1[NH2:8].[CH2:13]([O:15][C:16](=[O:28])[CH2:17][C:18](=[O:27])[CH2:19][C:20]1[CH:25]=[CH:24][C:23]([Cl:26])=[CH:22][CH:21]=1)[CH3:14]. (2) Given the product [OH:24][C:25]1([C:40]([F:43])([F:41])[F:42])[CH2:30][CH2:29][CH2:28][CH:27]([NH:31][C:32]([C@@H:34]2[CH2:39][C@@H:38]3[C@@H:36]([CH2:37]3)[N:35]2[C:14](=[O:16])[CH2:13][N:6]2[C:7]3[C:12](=[CH:11][CH:10]=[CH:9][CH:8]=3)[C:4]([C:1]([NH2:2])=[O:3])=[N:5]2)=[O:33])[CH2:26]1, predict the reactants needed to synthesize it. The reactants are: [C:1]([C:4]1[C:12]2[C:7](=[CH:8][CH:9]=[CH:10][CH:11]=2)[N:6]([CH2:13][C:14]([OH:16])=O)[N:5]=1)(=[O:3])[NH2:2].FC(F)(F)C(O)=O.[OH:24][C:25]1([C:40]([F:43])([F:42])[F:41])[CH2:30][CH2:29][CH2:28][CH:27]([NH:31][C:32]([C@@H:34]2[CH2:39][C@@H:38]3[C@@H:36]([CH2:37]3)[NH:35]2)=[O:33])[CH2:26]1.CCN(C(C)C)C(C)C.CN(C(ON1N=NC2C=CC=CC1=2)=[N+](C)C)C.F[P-](F)(F)(F)(F)F.